From a dataset of Catalyst prediction with 721,799 reactions and 888 catalyst types from USPTO. Predict which catalyst facilitates the given reaction. (1) Reactant: [Cl:1][C:2]1[C:7]2[C:8]([I:11])=[N:9][NH:10][C:6]=2[CH:5]=[CH:4][N:3]=1.[H-].[Na+].[C:14](Cl)([C:27]1[CH:32]=[CH:31][CH:30]=[CH:29][CH:28]=1)([C:21]1[CH:26]=[CH:25][CH:24]=[CH:23][CH:22]=1)[C:15]1[CH:20]=[CH:19][CH:18]=[CH:17][CH:16]=1.O. Product: [Cl:1][C:2]1[C:7]2[C:8]([I:11])=[N:9][N:10]([C:14]([C:15]3[CH:20]=[CH:19][CH:18]=[CH:17][CH:16]=3)([C:27]3[CH:28]=[CH:29][CH:30]=[CH:31][CH:32]=3)[C:21]3[CH:22]=[CH:23][CH:24]=[CH:25][CH:26]=3)[C:6]=2[CH:5]=[CH:4][N:3]=1. The catalyst class is: 3. (2) Reactant: [CH2:1]([O:3][C:4]([C:6]1[NH:7][C:8]2[C:13]([C:14]=1Br)=[CH:12][C:11]([NH:16][S:17]([C:20]1[CH:25]=[CH:24][C:23]([C:26]([CH3:29])([CH3:28])[CH3:27])=[CH:22][CH:21]=1)(=[O:19])=[O:18])=[CH:10][CH:9]=2)=[O:5])[CH3:2].[C:30]1([CH3:41])[CH:35]=[CH:34][CH:33]=[C:32](C(B(O)O)=O)[CH:31]=1. Product: [CH2:1]([O:3][C:4]([C:6]1[NH:7][C:8]2[C:13]([C:14]=1[C:32]1[CH:33]=[CH:34][CH:35]=[C:30]([CH3:41])[CH:31]=1)=[CH:12][C:11]([NH:16][S:17]([C:20]1[CH:25]=[CH:24][C:23]([C:26]([CH3:29])([CH3:28])[CH3:27])=[CH:22][CH:21]=1)(=[O:19])=[O:18])=[CH:10][CH:9]=2)=[O:5])[CH3:2]. The catalyst class is: 195. (3) Reactant: C(OC([N:8]1[CH2:12][CH2:11][C@H:10]([O:13][C:14]2[C:23]3[C:18](=[CH:19][CH:20]=[CH:21][CH:22]=3)[CH:17]=[C:16]([C:24]3[NH:28][C:27](=[O:29])[NH:26][N:25]=3)[N:15]=2)[CH2:9]1)=O)(C)(C)C.O1CCOCC1. Product: [NH:8]1[CH2:12][CH2:11][C@H:10]([O:13][C:14]2[C:23]3[C:18](=[CH:19][CH:20]=[CH:21][CH:22]=3)[CH:17]=[C:16]([C:24]3[NH:28][C:27](=[O:29])[NH:26][N:25]=3)[N:15]=2)[CH2:9]1. The catalyst class is: 33. (4) Reactant: [Cl:1][C:2]1[CH:7]=[CH:6][CH:5]=[C:4]([Cl:8])[C:3]=1[C:9]1[CH:14]=[C:13]([F:15])[CH:12]=[C:11](I)[C:10]=1[O:17][CH3:18].[Li]CCCC.CCCCCC.[CH3:30][S:31]SC. Product: [Cl:1][C:2]1[CH:7]=[CH:6][CH:5]=[C:4]([Cl:8])[C:3]=1[C:9]1[CH:14]=[C:13]([F:15])[CH:12]=[C:11]([S:31][CH3:30])[C:10]=1[O:17][CH3:18]. The catalyst class is: 1. (5) Reactant: [H-].[H-].[H-].[H-].[Li+].[Al+3].[F:7][C:8]1[CH:26]=[CH:25][C:11]([O:12][CH2:13][CH2:14][CH:15]([CH2:21][CH2:22][CH:23]=[CH2:24])[C:16](OCC)=[O:17])=[CH:10][CH:9]=1.[F-].[K+]. Product: [F:7][C:8]1[CH:26]=[CH:25][C:11]([O:12][CH2:13][CH2:14][CH:15]([CH2:21][CH2:22][CH:23]=[CH2:24])[CH2:16][OH:17])=[CH:10][CH:9]=1. The catalyst class is: 1. (6) Reactant: CS(O[CH:6]1[CH2:9][N:8]([C:10]2[S:11][CH:12]=[C:13]([C:15]([N:17]3[CH2:20][CH:19]([O:21][CH3:22])[CH2:18]3)=[O:16])[N:14]=2)[CH2:7]1)(=O)=O.[C:23]([O-:26])(=[S:25])[CH3:24].[K+]. Product: [C:23]([S:25][CH:6]1[CH2:7][N:8]([C:10]2[S:11][CH:12]=[C:13]([C:15]([N:17]3[CH2:18][CH:19]([O:21][CH3:22])[CH2:20]3)=[O:16])[N:14]=2)[CH2:9]1)(=[O:26])[CH3:24]. The catalyst class is: 9.